This data is from Full USPTO retrosynthesis dataset with 1.9M reactions from patents (1976-2016). The task is: Predict the reactants needed to synthesize the given product. (1) Given the product [CH3:9][O:8][C:6]1[CH:7]=[C:2]([P:14](=[O:16])([CH3:15])[CH3:13])[CH:3]=[CH:4][C:5]=1[N+:10]([O-:12])=[O:11], predict the reactants needed to synthesize it. The reactants are: Cl[C:2]1[CH:3]=[CH:4][C:5]([N+:10]([O-:12])=[O:11])=[C:6]([O:8][CH3:9])[CH:7]=1.[CH3:13][PH:14](=[O:16])[CH3:15].P([O-])([O-])([O-])=O.[K+].[K+].[K+]. (2) Given the product [Cl:17][C:18]1[CH:19]=[C:20]([CH:23]=[CH:24][C:25]=1[O:10][C:2]([CH3:1])([C:11]1[CH:16]=[CH:15][CH:14]=[CH:13][CH:12]=1)[CH2:3][C:4]1[CH:9]=[CH:8][CH:7]=[CH:6][CH:5]=1)[C:21]#[N:22], predict the reactants needed to synthesize it. The reactants are: [CH3:1][C:2]([C:11]1[CH:16]=[CH:15][CH:14]=[CH:13][CH:12]=1)([OH:10])[CH2:3][C:4]1[CH:9]=[CH:8][CH:7]=[CH:6][CH:5]=1.[Cl:17][C:18]1[CH:19]=[C:20]([CH:23]=[CH:24][C:25]=1F)[C:21]#[N:22].